Dataset: Catalyst prediction with 721,799 reactions and 888 catalyst types from USPTO. Task: Predict which catalyst facilitates the given reaction. (1) Reactant: [CH2:1]1[C:9]2[C:4](=[CH:5][CH:6]=[CH:7][CH:8]=2)[CH2:3][CH:2]1[NH:10][C:11]1[CH:12]=[C:13]2[C:18](=[CH:19][CH:20]=1)[N:17]=[C:16]([CH3:21])[C:15]([C:22]([O:24]C(C)(C)C)=[O:23])=[C:14]2[C:29]1[CH:34]=[CH:33][CH:32]=[CH:31][CH:30]=1. Product: [CH2:1]1[C:9]2[C:4](=[CH:5][CH:6]=[CH:7][CH:8]=2)[CH2:3][CH:2]1[NH:10][C:11]1[CH:12]=[C:13]2[C:18](=[CH:19][CH:20]=1)[N:17]=[C:16]([CH3:21])[C:15]([C:22]([OH:24])=[O:23])=[C:14]2[C:29]1[CH:34]=[CH:33][CH:32]=[CH:31][CH:30]=1. The catalyst class is: 67. (2) Reactant: Br[C:2]1[CH:7]=[CH:6][C:5]([C:8]([C:10]2[CH:15]=[C:14]([OH:16])[CH:13]=[CH:12][C:11]=2[F:17])=[O:9])=[C:4]([Cl:18])[CH:3]=1.[F:19][C:20]1[CH:25]=[C:24]([F:26])[CH:23]=[CH:22][C:21]=1[NH2:27].C1C=CC(P(C2C=CC3C(=CC=CC=3)C=2C2C3C(=CC=CC=3)C=CC=2P(C2C=CC=CC=2)C2C=CC=CC=2)C2C=CC=CC=2)=CC=1.C([O-])([O-])=O.[Cs+].[Cs+]. Product: [Cl:18][C:4]1[CH:3]=[C:2]([NH:27][C:21]2[CH:22]=[CH:23][C:24]([F:26])=[CH:25][C:20]=2[F:19])[CH:7]=[CH:6][C:5]=1[C:8]([C:10]1[CH:15]=[C:14]([OH:16])[CH:13]=[CH:12][C:11]=1[F:17])=[O:9]. The catalyst class is: 62. (3) Reactant: [OH:1][CH:2]([C:16]1[CH:17]=[C:18]2[C:41](=[CH:42][CH:43]=1)[C:22]1=[N:23][O:24][C:25]([C:26]3[C:30]([C:31]([F:34])([F:33])[F:32])=[C:29]([C:35]4[CH:40]=[CH:39][CH:38]=[CH:37][CH:36]=4)[O:28][N:27]=3)=[C:21]1[CH2:20][CH2:19]2)[CH2:3][N:4]1[CH2:9][CH2:8][CH2:7][C@H:6]([CH2:10][C:11]([O:13]CC)=[O:12])[CH2:5]1.C(#N)C.[ClH:47]. Product: [OH:1][CH:2]([C:16]1[CH:17]=[C:18]2[C:41](=[CH:42][CH:43]=1)[C:22]1=[N:23][O:24][C:25]([C:26]3[C:30]([C:31]([F:34])([F:33])[F:32])=[C:29]([C:35]4[CH:36]=[CH:37][CH:38]=[CH:39][CH:40]=4)[O:28][N:27]=3)=[C:21]1[CH2:20][CH2:19]2)[CH2:3][N:4]1[CH2:9][CH2:8][CH2:7][C@H:6]([CH2:10][C:11]([OH:13])=[O:12])[CH2:5]1.[ClH:47]. The catalyst class is: 6. (4) Reactant: [F:1][C:2]1[C:14]([O:15][CH3:16])=[CH:13][C:5]2[C:6](=O)[NH:7][CH2:8][C:9](=O)[NH:10][C:4]=2[CH:3]=1.[H-].[Al+3].[Li+].[H-].[H-].[H-]. Product: [F:1][C:2]1[C:14]([O:15][CH3:16])=[CH:13][C:5]2[CH2:6][NH:7][CH2:8][CH2:9][NH:10][C:4]=2[CH:3]=1. The catalyst class is: 1. (5) Reactant: N[CH:2]([NH2:4])[CH3:3].P([O-])([O-])([O-])=O.[K+].[K+].[K+].Br[C:14]1[CH:19]=[C:18]([Br:20])[C:17](Br)=[CH:16][C:15]=1[Br:22].[CH:23]1[C:35]2[NH:34][C:33]3[C:28](=[CH:29][CH:30]=[CH:31][CH:32]=3)[C:27]=2[CH:26]=[CH:25][CH:24]=1. Product: [Br:22][C:15]1[C:14]([N:34]2[C:33]3[CH:32]=[CH:31][CH:30]=[CH:29][C:28]=3[C:27]3[C:35]2=[CH:23][CH:24]=[CH:25][CH:26]=3)=[CH:19][C:18]([Br:20])=[C:17]([N:4]2[C:2]3[CH:3]=[CH:31][CH:30]=[CH:29][C:28]=3[C:27]3[C:26]2=[CH:25][CH:24]=[CH:23][CH:35]=3)[CH:16]=1. The catalyst class is: 246. (6) Reactant: [BH4-].[Na+].[F:3][C:4]1[C:5]([C:10]2[CH2:15][CH2:14][CH2:13][C:12](=[O:16])[CH:11]=2)=[N:6][CH:7]=[CH:8][N:9]=1.[Cl-].[NH4+]. Product: [F:3][C:4]1[C:5]([C@@H:10]2[CH2:15][CH2:14][CH2:13][C@H:12]([OH:16])[CH2:11]2)=[N:6][CH:7]=[CH:8][N:9]=1.[F:3][C:4]1[C:5]([C@H:10]2[CH2:15][CH2:14][CH2:13][C@H:12]([OH:16])[CH2:11]2)=[N:6][CH:7]=[CH:8][N:9]=1. The catalyst class is: 5.